Dataset: Peptide-MHC class I binding affinity with 185,985 pairs from IEDB/IMGT. Task: Regression. Given a peptide amino acid sequence and an MHC pseudo amino acid sequence, predict their binding affinity value. This is MHC class I binding data. (1) The peptide sequence is STHEANTMAMM. The MHC is HLA-B08:01 with pseudo-sequence HLA-B08:01. The binding affinity (normalized) is 0.0851. (2) The peptide sequence is RVTGSSGRR. The MHC is HLA-A03:01 with pseudo-sequence HLA-A03:01. The binding affinity (normalized) is 0.668. (3) The MHC is HLA-A31:01 with pseudo-sequence HLA-A31:01. The peptide sequence is KTYIDVNEEY. The binding affinity (normalized) is 0.303. (4) The peptide sequence is FPISHLYIL. The MHC is HLA-B53:01 with pseudo-sequence HLA-B53:01. The binding affinity (normalized) is 0.820.